This data is from CYP3A4 inhibition data for predicting drug metabolism from PubChem BioAssay. The task is: Regression/Classification. Given a drug SMILES string, predict its absorption, distribution, metabolism, or excretion properties. Task type varies by dataset: regression for continuous measurements (e.g., permeability, clearance, half-life) or binary classification for categorical outcomes (e.g., BBB penetration, CYP inhibition). Dataset: cyp3a4_veith. (1) The molecule is Cc1nc(NC(=O)c2ccc(Cl)cc2)sc1-c1csc(Nc2cccc(F)c2)n1. The result is 0 (non-inhibitor). (2) The compound is O=C(O)CCCSc1nc2ccccc2s1. The result is 0 (non-inhibitor). (3) The compound is CC(C)Oc1ccc(C2CC(=O)NC3=C2C(=O)CCC3)cc1. The result is 0 (non-inhibitor). (4) The compound is C=CCSc1nc(Oc2ccccc2)c2sccc2n1. The result is 1 (inhibitor). (5) The molecule is CCC(=O)NNc1cc(=O)c2c(=O)n(C)c(=O)n(C)c2[nH]1. The result is 0 (non-inhibitor). (6) The compound is C[C@H]1/C=C\CC(=O)OC[C@H](C)C(=O)N2CCC[C@@H]2C(=O)OC1. The result is 0 (non-inhibitor). (7) The result is 1 (inhibitor). The drug is COc1ncc2nc(-c3cccs3)c(=O)n(CCC#N)c2n1. (8) The molecule is O=C(c1sc2ccccc2c1Cl)N1CCN(c2ccc(F)cc2)CC1. The result is 1 (inhibitor). (9) The compound is O=C(O)C[C@@H](C(=O)O)C1c2ccccc2-c2ccccc21. The result is 0 (non-inhibitor).